From a dataset of Full USPTO retrosynthesis dataset with 1.9M reactions from patents (1976-2016). Predict the reactants needed to synthesize the given product. (1) The reactants are: Br[C:2]1[CH:7]=[CH:6][N:5]2[N:8]=[CH:9][C:10]([C:11]([N:13]([CH2:23][C:24]3[CH:29]=[CH:28][C:27]([O:30][CH3:31])=[CH:26][CH:25]=3)[CH2:14][C:15]3[CH:20]=[CH:19][C:18]([O:21][CH3:22])=[CH:17][CH:16]=3)=[O:12])=[C:4]2[CH:3]=1.CC(OC1C=CC=C(OC(C)C)C=1C1C(P(C2CCCCC2)C2CCCCC2)=CC=CC=1)C.C(=O)([O-])[O-].[Cs+].[Cs+].[F:71][C:72]1[CH:73]=[C:74]([C@@H:78]2[NH:82][CH2:81][C@H:80]([OH:83])[CH2:79]2)[CH:75]=[CH:76][CH:77]=1. Given the product [F:71][C:72]1[CH:73]=[C:74]([C@H:78]2[CH2:79][C@@H:80]([OH:83])[CH2:81][N:82]2[C:2]2[CH:7]=[CH:6][N:5]3[N:8]=[CH:9][C:10]([C:11]([N:13]([CH2:23][C:24]4[CH:29]=[CH:28][C:27]([O:30][CH3:31])=[CH:26][CH:25]=4)[CH2:14][C:15]4[CH:20]=[CH:19][C:18]([O:21][CH3:22])=[CH:17][CH:16]=4)=[O:12])=[C:4]3[CH:3]=2)[CH:75]=[CH:76][CH:77]=1, predict the reactants needed to synthesize it. (2) Given the product [NH2:15][C:14]1[C:3]2[CH:4]=[N:5][C:6]3[CH:7]=[C:8]([F:13])[C:9]([F:12])=[CH:10][C:11]=3[C:2]=2[S:18][C:17]=1[C:16]([O:20][CH3:21])=[O:19], predict the reactants needed to synthesize it. The reactants are: Cl[C:2]1[C:11]2[C:6](=[CH:7][C:8]([F:13])=[C:9]([F:12])[CH:10]=2)[N:5]=[CH:4][C:3]=1[C:14]#[N:15].[C:16]([O:20][CH3:21])(=[O:19])[CH2:17][SH:18].C([O-])([O-])=O.[K+].[K+]. (3) Given the product [NH3:4].[O:7]1[C:11]2[CH:12]=[CH:13][CH:14]=[CH:15][C:10]=2[N:9]=[C:8]1[N:16]1[CH2:21][CH2:20][CH2:19][CH2:18][C@H:17]1[C:22]([NH:24][CH2:25][CH2:26][N:27]1[C@@H:32]([CH3:33])[CH2:31][N:30]([C:5]([NH:4][CH:1]([CH3:3])[CH3:2])=[O:6])[CH2:29][C@H:28]1[CH3:34])=[O:23], predict the reactants needed to synthesize it. The reactants are: [CH:1]([N:4]=[C:5]=[O:6])([CH3:3])[CH3:2].[O:7]1[C:11]2[CH:12]=[CH:13][CH:14]=[CH:15][C:10]=2[N:9]=[C:8]1[N:16]1[CH2:21][CH2:20][CH2:19][CH2:18][C@H:17]1[C:22]([NH:24][CH2:25][CH2:26][N:27]1[C@H:32]([CH3:33])[CH2:31][NH:30][CH2:29][C@@H:28]1[CH3:34])=[O:23].C(=O)([O-])[O-].[K+].[K+]. (4) Given the product [N:1]1[CH:2]=[CH:3][C:4]([C:7]2[N:8]=[C:9]([NH:48][CH2:47][C@@H:46]([NH2:49])[CH2:45][CH3:39])[C:10]3[C:15]4[CH2:16][CH2:17][CH2:18][CH2:19][C:14]=4[S:13][C:11]=3[N:12]=2)=[CH:5][CH:6]=1, predict the reactants needed to synthesize it. The reactants are: [N:1]1[CH:6]=[CH:5][C:4]([C:7]2[N:8]=[C:9](OS(C3C(C(C)C)=CC(C(C)C)=CC=3C(C)C)(=O)=O)[C:10]3[C:15]4[CH2:16][CH2:17][CH2:18][CH2:19][C:14]=4[S:13][C:11]=3[N:12]=2)=[CH:3][CH:2]=1.[C:39]1([CH2:45][C@H:46]([NH2:49])[CH2:47][NH2:48])C=CC=CC=1.CCN(CC)CC. (5) Given the product [NH:1]1[C:5]2[CH:6]=[CH:7][C:8]([C:10]3[O:12][N:22]=[C:15]([C:16]4[CH:17]=[N:18][CH:19]=[CH:20][CH:21]=4)[N:14]=3)=[CH:9][C:4]=2[N:3]=[CH:2]1, predict the reactants needed to synthesize it. The reactants are: [NH:1]1[C:5]2[CH:6]=[CH:7][C:8]([C:10]([OH:12])=O)=[CH:9][C:4]=2[N:3]=[CH:2]1.O[N:14]=[C:15]([NH2:22])[C:16]1[CH:21]=[CH:20][CH:19]=[N:18][CH:17]=1.N. (6) Given the product [Cl:31][C:24]1[CH:23]=[C:22]([C:16]2([C:18]([F:21])([F:19])[F:20])[O:15][N:14]=[C:13]([C:10]3[CH:11]=[CH:12][C:7]([C:6]([OH:33])=[O:5])=[C:8]([CH3:32])[CH:9]=3)[CH2:17]2)[CH:27]=[C:26]([Cl:28])[C:25]=1[C:29]#[N:30], predict the reactants needed to synthesize it. The reactants are: C([O:5][C:6](=[O:33])[C:7]1[CH:12]=[CH:11][C:10]([C:13]2[CH2:17][C:16]([C:22]3[CH:27]=[C:26]([Cl:28])[C:25]([C:29]#[N:30])=[C:24]([Cl:31])[CH:23]=3)([C:18]([F:21])([F:20])[F:19])[O:15][N:14]=2)=[CH:9][C:8]=1[CH3:32])(C)(C)C.FC(CC(O)=O)(F)F.C(OCC)(=O)C. (7) Given the product [OH:16][C:11]1[CH:12]=[C:13]2[C:8](=[C:9]3[CH:20]4[CH2:27][CH2:28][CH2:21][CH:17]([CH2:18][CH2:19]4)[C:10]=13)[O:7][C:6]([CH2:5][CH2:4][C:3]([OH:2])=[O:23])([CH3:22])[CH2:15][CH2:14]2, predict the reactants needed to synthesize it. The reactants are: C[O:2][C:3](=[O:23])[CH2:4][CH2:5][C:6]1([CH3:22])[CH2:15][CH2:14][C:13]2[C:8](=[C:9]3[CH:20]4[CH2:21][CH:17]([CH2:18][CH2:19]4)[C:10]3=[C:11]([OH:16])[CH:12]=2)[O:7]1.[OH-].[Na+].O1CCO[CH2:28][CH2:27]1. (8) Given the product [Br:1][C:2]1[CH:14]=[CH:13][C:12]2[C:11]3[C:6](=[CH:7][CH:8]=[CH:9][CH:10]=3)[C:5]([CH2:14][CH2:2][CH2:3][CH2:4][CH2:32][CH2:29][CH3:31])([CH2:15][CH2:16][CH2:17][CH2:18][CH2:19][CH2:20][CH3:21])[C:4]=2[CH:3]=1, predict the reactants needed to synthesize it. The reactants are: [Br:1][C:2]1[CH:14]=[CH:13][C:12]2[C:11]3[C:6](=[CH:7][CH:8]=[CH:9][CH:10]=3)[CH2:5][C:4]=2[CH:3]=1.[CH2:15](Br)[CH2:16][CH2:17][CH2:18][CH2:19][CH2:20][CH3:21].[K].C(O[C:29]([CH3:32])([CH3:31])C)(C)(C)C. (9) The reactants are: [Cl:1][C:2]1[C:3]([O:20][CH3:21])=[C:4]2[C:9](=[CH:10][CH:11]=1)[C:8](=[O:12])[C:7]([OH:17])([C:13]([F:16])([F:15])[F:14])[CH2:6][C:5]2([CH3:19])[CH3:18].[CH2:22]([Mg]Br)[C:23]1[CH:28]=[CH:27][CH:26]=[CH:25][CH:24]=1.[NH4+].[Cl-]. Given the product [CH2:22]([C:8]1([OH:12])[C:9]2[C:4](=[C:3]([O:20][CH3:21])[C:2]([Cl:1])=[CH:11][CH:10]=2)[C:5]([CH3:18])([CH3:19])[CH2:6][C:7]1([C:13]([F:16])([F:15])[F:14])[OH:17])[C:23]1[CH:28]=[CH:27][CH:26]=[CH:25][CH:24]=1, predict the reactants needed to synthesize it.